Dataset: Catalyst prediction with 721,799 reactions and 888 catalyst types from USPTO. Task: Predict which catalyst facilitates the given reaction. (1) The catalyst class is: 19. Reactant: C([O-])=O.[NH4+].C([O:12][CH2:13][CH2:14][C:15]([N:17]1[C:26]2[C:21](=[CH:22][CH:23]=[CH:24][CH:25]=2)[CH2:20][CH2:19][CH:18]1[CH2:27][N:28]1[CH2:33][CH2:32][N:31]([C:34]2[CH:39]=[CH:38][CH:37]=[CH:36][C:35]=2[O:40][CH2:41][C:42]([F:45])([F:44])[F:43])[CH2:30][CH2:29]1)=[O:16])C1C=CC=CC=1. Product: [OH:12][CH2:13][CH2:14][C:15]([N:17]1[C:26]2[C:21](=[CH:22][CH:23]=[CH:24][CH:25]=2)[CH2:20][CH2:19][CH:18]1[CH2:27][N:28]1[CH2:29][CH2:30][N:31]([C:34]2[CH:39]=[CH:38][CH:37]=[CH:36][C:35]=2[O:40][CH2:41][C:42]([F:43])([F:44])[F:45])[CH2:32][CH2:33]1)=[O:16]. (2) Reactant: C(=O)=O.Cl[Si:5]([CH:10]=[CH2:11])([CH:8]=[CH2:9])[CH:6]=[CH2:7].[CH3:12][NH:13][CH3:14]. Product: [CH3:12][N:13]([Si:5]([CH:10]=[CH2:11])([CH:8]=[CH2:9])[CH:6]=[CH2:7])[CH3:14]. The catalyst class is: 81. (3) Reactant: N[C:2]1[CH:10]=[N:9][CH:8]=[CH:7][C:3]=1[C:4]([OH:6])=[O:5].S(=O)(=O)(O)[OH:12].N([O-])=O.[Na+].N. Product: [OH:12][C:2]1[CH:10]=[N:9][CH:8]=[CH:7][C:3]=1[C:4]([OH:6])=[O:5]. The catalyst class is: 211. (4) Product: [Br:1][C:2]1[S:14][C:13]2[C:12]3[CH:11]=[CH:10][C:9]([C:15]([OH:17])=[O:16])=[CH:8][C:7]=3[NH:6][C:5](=[O:19])[C:4]=2[CH:3]=1. The catalyst class is: 6. Reactant: [Br:1][C:2]1[S:14][C:13]2[C:12]3[CH:11]=[CH:10][C:9]([C:15]([O:17]C)=[O:16])=[CH:8][C:7]=3[NH:6][C:5](=[O:19])[C:4]=2[CH:3]=1.CO.C1COCC1.O.[Li+].[OH-].Cl. (5) Reactant: [NH2:1][C:2]1[C:10]2[C:5](=[N:6][C:7]([O:13][CH2:14][C:15]([OH:17])=O)=[C:8]([Cl:12])[C:9]=2[CH3:11])[S:4][C:3]=1[C:18](=[O:23])[NH:19][CH:20]1[CH2:22][CH2:21]1.O.ON1C2C=CC=CC=2N=N1.C(N(CC)C(C)C)(C)C.Cl.CN(C)CCCN=C=NCC.[F:56][C:57]1[CH:64]=[CH:63][C:60]([CH2:61][NH2:62])=[CH:59][CH:58]=1. Product: [CH:20]1([NH:19][C:18]([C:3]2[S:4][C:5]3=[N:6][C:7]([O:13][CH2:14][C:15](=[O:17])[NH:62][CH2:61][C:60]4[CH:63]=[CH:64][C:57]([F:56])=[CH:58][CH:59]=4)=[C:8]([Cl:12])[C:9]([CH3:11])=[C:10]3[C:2]=2[NH2:1])=[O:23])[CH2:22][CH2:21]1. The catalyst class is: 198. (6) Reactant: [Br:1][C:2]1[CH:7]=[CH:6][C:5]([C:8]2[N:12]([CH2:13][C@@H:14]3[CH2:18][CH2:17][N:16](C(OC(C)(C)C)=O)[CH2:15]3)[C:11](=[O:26])[C:10]3([CH2:30][CH2:29][CH2:28][CH2:27]3)[N:9]=2)=[CH:4][CH:3]=1.Cl. Product: [Br:1][C:2]1[CH:7]=[CH:6][C:5]([C:8]2[N:12]([CH2:13][C@@H:14]3[CH2:18][CH2:17][NH:16][CH2:15]3)[C:11](=[O:26])[C:10]3([CH2:30][CH2:29][CH2:28][CH2:27]3)[N:9]=2)=[CH:4][CH:3]=1. The catalyst class is: 12.